From a dataset of Forward reaction prediction with 1.9M reactions from USPTO patents (1976-2016). Predict the product of the given reaction. Given the reactants [CH2:1]([O:5][C:6]([N:8](C)[C:9]1([C:21](O)=[O:22])[CH2:18][CH2:17][C:16]2[C:11](=[C:12]([O:19][CH3:20])[CH:13]=[CH:14][CH:15]=2)[CH2:10]1)=[O:7])[CH:2]([CH3:4])[CH3:3].S(O)(O)(=O)=O.[CH2:30]([N:32]([CH2:40][CH3:41])[C:33]1[CH:38]=[CH:37][C:36]([NH2:39])=[CH:35][CH:34]=1)[CH3:31].[CH3:42]CN(CC)CC.CN(C(ON1N=NC2C=CC=CC1=2)=[N+](C)C)C.[B-](F)(F)(F)F, predict the reaction product. The product is: [CH2:40]([N:32]([CH2:30][CH3:31])[C:33]1[CH:38]=[CH:37][C:36]([NH:39][C:21]([C:9]2([NH:8][C:6](=[O:7])[O:5][CH2:1][CH:2]([CH3:4])[CH3:3])[CH2:18][CH2:17][C:16]3[C:11](=[C:12]([O:19][CH3:20])[CH:13]=[CH:14][CH:15]=3)[CH2:10]2)=[O:22])=[C:35]([CH3:42])[CH:34]=1)[CH3:41].